Task: Predict the reaction yield, written as a fraction of the theoretical maximum amount of product (1.0 means a 100% yield; for example, 0.34 means a 34% yield).. Dataset: Reaction yield outcomes from USPTO patents with 853,638 reactions (1) The reactants are [Cl:1][C:2]1[C:3]([N:8]2[C:12]([C:13]([NH:15][C:16]3[C:21]([C:22]([OH:24])=[O:23])=[CH:20][C:19]([Cl:25])=[CH:18][C:17]=3[Cl:26])=O)=[CH:11][C:10]([C:27]([F:30])([F:29])[F:28])=[N:9]2)=[N:4][CH:5]=[CH:6][CH:7]=1.C(OC(=O)C)(=O)C. The catalyst is C(Cl)Cl. The product is [Cl:25][C:19]1[CH:18]=[C:17]([Cl:26])[C:16]2[N:15]=[C:13]([C:12]3[N:8]([C:3]4[C:2]([Cl:1])=[CH:7][CH:6]=[CH:5][N:4]=4)[N:9]=[C:10]([C:27]([F:29])([F:28])[F:30])[CH:11]=3)[O:23][C:22](=[O:24])[C:21]=2[CH:20]=1. The yield is 0.570. (2) The reactants are COC([C:5]1[C:9](=[O:10])[O:8][CH2:7][C:6]=1O)=O.[Cl:12][C:13]1[N:18]=[CH:17][C:16]([CH2:19][NH:20][CH3:21])=[CH:15][CH:14]=1.S([O-])(O)(=O)=O.[K+].O. The catalyst is C(#N)CCC.ClCCl. The product is [Cl:12][C:13]1[N:18]=[CH:17][C:16]([CH2:19][N:20]([CH3:21])[C:6]2[CH2:7][O:8][C:9](=[O:10])[CH:5]=2)=[CH:15][CH:14]=1. The yield is 0.920.